This data is from Full USPTO retrosynthesis dataset with 1.9M reactions from patents (1976-2016). The task is: Predict the reactants needed to synthesize the given product. (1) Given the product [F:1][C:2]1[CH:30]=[CH:29][CH:28]=[CH:27][C:3]=1[O:4][C:5]1[N:10]=[C:9]2[O:11][C:12]([C:14]3[CH:15]=[C:16]([CH3:26])[C:17]([O:18][CH:19]([CH3:32])[C:20]([OH:22])=[O:21])=[C:23]([CH3:25])[CH:24]=3)=[N:13][C:8]2=[CH:7][CH:6]=1, predict the reactants needed to synthesize it. The reactants are: [F:1][C:2]1[CH:30]=[CH:29][CH:28]=[CH:27][C:3]=1[O:4][C:5]1[N:10]=[C:9]2[O:11][C:12]([C:14]3[CH:24]=[C:23]([CH3:25])[C:17]([O:18][CH2:19][C:20]([OH:22])=[O:21])=[C:16]([CH3:26])[CH:15]=3)=[N:13][C:8]2=[CH:7][CH:6]=1.F[C:32]1C=CC=CC=1OC1N=C2OC(C3C=C(C)C(O)=C(C)C=3)=NC2=CC=1.BrC(C)C(OC(C)(C)C)=O. (2) Given the product [C:1]([O:4][C:5]([CH3:11])([CH2:7][CH2:8][CH3:9])[CH3:6])(=[O:3])[CH3:2], predict the reactants needed to synthesize it. The reactants are: [C:1]([O:4][C:5]([CH3:11])([CH2:7][CH2:8][CH2:9]C)[CH3:6])(=[O:3])[CH3:2].CC(O)(CCC)C.CC(CCC)CO.C(OC(=O)C)(=O)C. (3) The reactants are: [CH2:1]([O:8][C:5]1[C:6](OC)=[CH:7][C:2]([C:1]([OH:8])=O)=[CH:3][C:4]=1OC)[C:2]1[CH:7]=[CH:6][CH:5]=[CH:4][CH:3]=1.C(N1C=CN=C1)([N:24]1C=CN=C1)=O.[OH-].[NH4+].Cl. Given the product [C:1]([NH2:24])(=[O:8])[C:2]1[CH:7]=[CH:6][CH:5]=[CH:4][CH:3]=1, predict the reactants needed to synthesize it. (4) Given the product [CH3:21][N:22]([CH3:23])[CH2:19][C:16]1[CH:17]=[CH:18][C:13]([C:10]2[CH:11]=[CH:12][C:7]([C:4]3[N:3]=[C:2]([CH3:1])[O:6][N:5]=3)=[CH:8][CH:9]=2)=[CH:14][CH:15]=1, predict the reactants needed to synthesize it. The reactants are: [CH3:1][C:2]1[O:6][N:5]=[C:4]([C:7]2[CH:12]=[CH:11][C:10]([C:13]3[CH:18]=[CH:17][C:16]([CH:19]=O)=[CH:15][CH:14]=3)=[CH:9][CH:8]=2)[N:3]=1.[CH3:21][NH:22][CH3:23].C(O[BH-](OC(=O)C)OC(=O)C)(=O)C.[Na+].